The task is: Predict the product of the given reaction.. This data is from Forward reaction prediction with 1.9M reactions from USPTO patents (1976-2016). (1) The product is: [CH2:1]([O:3][C:4]([CH:6]1[CH2:11][CH2:10][N:9]([CH2:12][C:13]2[CH:18]=[CH:17][CH:16]=[CH:15][CH:14]=2)[CH2:8][CH2:7]1)=[O:5])[CH3:2]. Given the reactants [CH2:1]([O:3][C:4]([CH:6]1[CH2:11][CH2:10][NH:9][CH2:8][CH2:7]1)=[O:5])[CH3:2].[CH2:12](Cl)[C:13]1[CH:18]=[CH:17][CH:16]=[CH:15][CH:14]=1.C(=O)([O-])[O-].[K+].[K+], predict the reaction product. (2) Given the reactants [Br:1][C:2]1[CH:7]=[C:6]([F:8])[CH:5]=[CH:4][C:3]=1[OH:9].C(=O)([O-])[O-].[K+].[K+].C1(C)C=CC(S(O)(=O)=O)=CC=1.[CH3:27][O:28][CH:29]([CH3:37])[CH2:30]O[CH2:30][CH:29]([O:28][CH3:27])[CH3:37], predict the reaction product. The product is: [Br:1][C:2]1[CH:7]=[C:6]([F:8])[CH:5]=[CH:4][C:3]=1[O:9][CH2:30][CH:29]([O:28][CH3:27])[CH3:37]. (3) The product is: [Cl:1][C:2]1[S:6][C:5]([C:7]([NH:18][CH:21]([C:23]2[CH:30]=[CH:29][C:26]([C:27]#[N:28])=[CH:25][CH:24]=2)[CH3:22])=[O:9])=[C:4]([CH2:10][C:11]2[CH:16]=[CH:15][CH:14]=[C:13]([Cl:17])[CH:12]=2)[CH:3]=1. Given the reactants [Cl:1][C:2]1[S:6][C:5]([C:7]([OH:9])=O)=[C:4]([CH2:10][C:11]2[CH:16]=[CH:15][CH:14]=[C:13]([Cl:17])[CH:12]=2)[CH:3]=1.[N:18]([CH:21]([C:23]1[CH:30]=[CH:29][C:26]([C:27]#[N:28])=[CH:25][CH:24]=1)[CH3:22])=[N+]=[N-].C(C1C=CC(C#N)=CC=1)(=O)C.C1([Se][Se]C2C=CC=CC=2)C=CC=CC=1.C(P(CCCC)CCCC)CCC, predict the reaction product. (4) Given the reactants [F:1][C:2]1[CH:7]=[CH:6][C:5]([NH2:8])=[CH:4][CH:3]=1.C(OC([NH:16][CH2:17][CH2:18][CH2:19][CH2:20][C@H:21]([NH:25][C:26]([O:28][CH2:29][CH:30]1[C:42]2[CH:41]=[CH:40][CH:39]=[CH:38][C:37]=2[C:36]2[C:31]1=[CH:32][CH:33]=[CH:34][CH:35]=2)=[O:27])[C:22](O)=[O:23])=O)(C)(C)C, predict the reaction product. The product is: [CH:32]1[C:31]2[CH:30]([CH2:29][O:28][C:26](=[O:27])[NH:25][C@H:21]([C:22](=[O:23])[NH:8][C:5]3[CH:6]=[CH:7][C:2]([F:1])=[CH:3][CH:4]=3)[CH2:20][CH2:19][CH2:18][CH2:17][NH2:16])[C:42]3[C:37](=[CH:38][CH:39]=[CH:40][CH:41]=3)[C:36]=2[CH:35]=[CH:34][CH:33]=1. (5) Given the reactants BrC1C=CC(OC2C=CC(C3([N:22]4[CH2:27][CH2:26][N:25]([C:28]5[CH:33]=[CH:32][C:31]([Si:34]([CH3:37])([CH3:36])[CH3:35])=[CH:30][CH:29]=5)[CH2:24][CH2:23]4)C(=O)NC(=O)NC3=O)=CC=2)=CC=1, predict the reaction product. The product is: [CH3:35][Si:34]([CH3:37])([CH3:36])[C:31]1[CH:30]=[CH:29][C:28]([N:25]2[CH2:26][CH2:27][NH:22][CH2:23][CH2:24]2)=[CH:33][CH:32]=1. (6) Given the reactants [NH2:1][C:2]1[CH:14]=[CH:13][C:12]([Br:15])=[CH:11][C:3]=1[C:4]([N:6](CC)[CH2:7][CH3:8])=[O:5].C(N)C, predict the reaction product. The product is: [NH2:1][C:2]1[CH:14]=[CH:13][C:12]([Br:15])=[CH:11][C:3]=1[C:4]([NH:6][CH2:7][CH3:8])=[O:5]. (7) Given the reactants [Br:1][C:2]1[CH:3]=[C:4]2[C:8](=[N:9][CH:10]=1)[NH:7][CH2:6][CH2:5]2, predict the reaction product. The product is: [Br:1][C:2]1[CH:3]=[C:4]2[C:8](=[N:9][CH:10]=1)[NH:7][CH:6]=[CH:5]2.